This data is from Experimentally validated miRNA-target interactions with 360,000+ pairs, plus equal number of negative samples. The task is: Binary Classification. Given a miRNA mature sequence and a target amino acid sequence, predict their likelihood of interaction. (1) The miRNA is hsa-miR-4633-3p with sequence AGGAGCUAGCCAGGCAUAUGCA. The protein sequence of the target gene is MASVSSATFSGHGARSLLQFLRLVGQLKRVPRTGWVYRNVQRPESVSDHMYRMAVMAMVIKDDRLNKDRCVRLALVHDMAECIVGDIAPADNIPKEEKHRREEEAMKQITQLLPEDLRKELYELWEEYETQSSAEAKFVKQLDQCEMILQASEYEDLEHKPGRLQDFYDSTAGKFNHPEIVQLVSELEAERSTNIAAAASEPHS. Result: 0 (no interaction). (2) The miRNA is mmu-miR-615-3p with sequence UCCGAGCCUGGGUCUCCCUCUU. The protein sequence of the target gene is MASESSPLLAYRLLGEEGAAFPPNGAGVSGVPSSRKLSTFLGVVVPTVLSMFSIVVFLRIGFVVGHAGLLQALAMLLVAYIILALTVLSVCAIATNGAVRGGGAYFMISRTLGPEVGGSIGLMFYLANVCGCAVSLLGLVESILDVFGADATGSSGIQVLPQGYGWNLLYGSLLLGLVGGVCTLGAGLYARASFLTFLLVSGSLASVLVSFVAVGPRNIPLAPRPGTNASSVPHRHGHFTGFNGSTLRDNLGAGYAEDYTTGAMMTFASVFAVLFNGCTGIMAGANMSGELKDPSRAIPL.... Result: 0 (no interaction). (3) The miRNA is hsa-miR-6770-3p with sequence CUGGCGGCUGUGUCUUCACAG. The protein sequence of the target gene is MPVKRLREVVSQNHGDHLVLLKDELPCVPPALSANKRLPVGTGTSLNGTSRGSSDLTSARNCYQPLLENPMVSESDFSKDVAVQVLPLDKIEENNKQKANDIFISQYTMGQKDALRTVLKQKAQSMPVFKEVKVHLLEDAGIEKDAVTQETRISPSGIDSATTVAAATAAAIATAAPLIKVQSDLEAKVNSVTELLSKLQETDKHLQRVTEQQTSIQRKQEKLHCHDHEKQMNVFMEQHIRHLEKLQQQQIDIQTHFISAALKTSSFQPVSMPSSRAVEKYSVKPEHPNLGSCNPSLYNT.... Result: 0 (no interaction). (4) Result: 0 (no interaction). The miRNA is hsa-miR-4708-5p with sequence AGAGAUGCCGCCUUGCUCCUU. The protein sequence of the target gene is MLPSQAGAAAALGRGSALGGNLNRTPTGRPGGGGGTRGANGGRVPGNGAGLGQSRLEREAAAAAAPTAGALYSGSEGDSESGEEEELGAERRGLKRSLSEMELGVVVGGPEAAAAAAGGYGPVSGAVSGAKPGKKTRGRVKIKMEFIDNKLRRYTTFSKRKTGIMKKAYELSTLTGTQVLLLVASETGHVYTFATRKLQPMITSETGKALIQTCLNSPDSPPRSDPTTDQRMSATGFEEPDLTYQVSESDSSGETKDTLKPAFTVTNLPGTTSTIQTAPSTSTTMQVSSGPSFPITNYLA.... (5) The miRNA is mmu-miR-216c-5p with sequence GAAGAAUCUCUACAGGUAAGUGU. The protein sequence of the target gene is MELEDGVVYQEEPGGSGAVMSERVSGLAGSIYREFERLIGRYDEEVVKELMPLVVAVLENLDSVFAQDQEHQVELELLRDDNEQLITQYEREKALRKHAEEKFIEFEDSQEQEKKDLQTRVESLESQTRQLELKAKNYADQISRLEEREAELKKEYNALHQRHTEMIHNYMEHLERTKLHQLSGSDQLESTAHSRIRKERPISLGIFPLPAGDGLLTPDAQKGGETPGSEQWKFQELSQPRSHTSLKVSNSPEPQKAVEQEDELSDVSQGGSKATTPASTANSDVATIPTDTPLKEENEG.... Result: 0 (no interaction). (6) The miRNA is hsa-miR-224-5p with sequence UCAAGUCACUAGUGGUUCCGUUUAG. The protein sequence of the target gene is MGLPQPGLWLKRLWVLLEVAVHVVVGKVLLILFPDRVKRNILAMGEKTGMTRNPHFSHDNWIPTFFSTQYFWFVLKVRWQRLEDTTELGGLAPNCPVVRLSGQRCNIWEFMQGNRPLVLNFGSCTUPSFMFKFDQFKRLIEDFSSIADFLVIYIEEAHASDGWAFKNNMDIRNHQNLQDRLQAAHLLLARSPQCPVVVDTMQNQSSQLYAALPERLYIIQEGRILYKGKSGPWNYNPEEVRAVLEKLHS. Result: 1 (interaction). (7) The miRNA is hsa-miR-4504 with sequence UGUGACAAUAGAGAUGAACAUG. The protein sequence of the target gene is MKKSYSGGTRTSSGRLRRLGDSSGPALKRSFEVEEVETPNSTPPRRVQTPLLRATVASSTQKFQDLGVKNSEPSARHVDSLSQRSPKASLRRVELSGPKAAEPVSRRTELSIDISSKQVENAGAIGPSRFGLKRAEVLGHKTPEPAPRRTEITIVKPQESAHRRMEPPASKVPEVPTAPATDAAPKRVEIQMPKPAEAPTAPSPAQTLENSEPAPVSQLQSRLEPKPQPPVAEATPRSQEATEAAPSCVGDMADTPRDAGLKQAPASRNEKAPVDFGYVGIDSILEQMRRKAMKQGFEFN.... Result: 0 (no interaction). (8) The miRNA is hsa-miR-505-3p with sequence CGUCAACACUUGCUGGUUUCCU. The protein sequence of the target gene is MTVVGNPRSWSCQWLPILILLLGTGHGPGVEGVTHYKAGDPVILYVNKVGPYHNPQETYHYYQLPVCCPEKIRHKSLSLGEVLDGDRMAESLYEIRFRENVEKRILCHMQLSSAQVEQLRQAIEELYYFEFVVDDLPIRGFVGYMEESGFLPHSHKIGLWTHLDFHLEFHGDRIIFANVSVRDVKPHSLDGLRPDEFLGLTHTYSVRWSETSVERRSDRRRGDDGGFFPRTLEIHWLSIINSMVLVFLLVGFVAVILMRVLRNDLARYNLDEETTSAGSGDDFDQGDNGWKIIHTDVFRF.... Result: 1 (interaction).